Dataset: Catalyst prediction with 721,799 reactions and 888 catalyst types from USPTO. Task: Predict which catalyst facilitates the given reaction. Product: [C:43]([O:46][C:47](=[O:48])[NH:10][C:8]1[CH:9]=[C:4]([O:35][CH2:36][CH:37]2[CH2:39][CH2:38]2)[C:5]([C:16]([F:17])([F:18])[F:19])=[CH:6][C:7]=1[N+:13]([O-:15])=[O:14])([CH3:45])([CH3:44])[CH3:42]. The catalyst class is: 549. Reactant: C1([C:4]2[C:5]([C:16]([F:19])([F:18])[F:17])=[CH:6][C:7]([N+:13]([O-:15])=[O:14])=[C:8]([NH:10]OC)[CH:9]=2)CC1.ClC1C(C(F)(F)F)=CC([N+]([O-])=O)=C(N)C=1.[OH:35][CH2:36][CH:37]1[CH2:39][CH2:38]1.[OH-].[K+].[CH3:42][C:43]([O:46][C:47](O[C:47]([O:46][C:43]([CH3:45])([CH3:44])[CH3:42])=[O:48])=[O:48])([CH3:45])[CH3:44].C(O)(C(F)(F)F)=O.